Task: Predict the reactants needed to synthesize the given product.. Dataset: Full USPTO retrosynthesis dataset with 1.9M reactions from patents (1976-2016) (1) Given the product [Cl:1][C:2]1[CH:21]=[CH:20][C:5]([O:6][C:7]2[CH:16]=[CH:15][C:10]([C:11]([OH:13])=[O:12])=[C:9]([CH2:17][O:18][CH3:19])[CH:8]=2)=[CH:4][C:3]=1[C:22]([F:23])([F:24])[F:25], predict the reactants needed to synthesize it. The reactants are: [Cl:1][C:2]1[CH:21]=[CH:20][C:5]([O:6][C:7]2[CH:16]=[CH:15][C:10]([C:11]([O:13]C)=[O:12])=[C:9]([CH2:17][O:18][CH3:19])[CH:8]=2)=[CH:4][C:3]=1[C:22]([F:25])([F:24])[F:23].[OH-].[Li+]. (2) Given the product [Br:1][C:2]1[S:6][C:5]([NH:7][C:9](=[O:10])[O:11][C:12]([CH3:15])([CH3:14])[CH3:13])=[N:4][C:3]=1[CH3:8], predict the reactants needed to synthesize it. The reactants are: [Br:1][C:2]1[S:6][C:5]([NH2:7])=[N:4][C:3]=1[CH3:8].[C:9](O[C:9]([O:11][C:12]([CH3:15])([CH3:14])[CH3:13])=[O:10])([O:11][C:12]([CH3:15])([CH3:14])[CH3:13])=[O:10].C[Si](C)(C)[N-][Si](C)(C)C.[Li+]. (3) Given the product [Cl:14][CH2:13][CH2:12][CH2:11][CH2:10][C:5]1([C:3]([OH:4])=[O:2])[CH2:6][CH2:7][CH2:8][CH2:9]1.[CH3:19][O:20][CH2:13][CH2:12][CH2:11][CH2:10][C:5]1([C:3]([OH:2])=[O:4])[CH2:9][CH2:8][CH2:7][CH2:6]1, predict the reactants needed to synthesize it. The reactants are: C[O:2][C:3]([C:5]1([CH2:10][CH2:11][CH2:12][CH2:13][Cl:14])[CH2:9][CH2:8][CH2:7][CH2:6]1)=[O:4].[OH-].[Na+].C1C[O:20][CH2:19]C1. (4) Given the product [F:1][CH:2]([F:18])[C@:3]1([C:10]2[CH:15]=[CH:14][CH:13]=[C:12]([F:16])[C:11]=2[F:17])[NH:8][C:7](=[S:28])[CH2:6][O:5][CH2:4]1, predict the reactants needed to synthesize it. The reactants are: [F:1][CH:2]([F:18])[C@:3]1([C:10]2[CH:15]=[CH:14][CH:13]=[C:12]([F:16])[C:11]=2[F:17])[NH:8][C:7](=O)[CH2:6][O:5][CH2:4]1.COC1C=CC(P2(SP(C3C=CC(OC)=CC=3)(=S)S2)=[S:28])=CC=1. (5) Given the product [CH2:3]([OH:14])[CH2:4][CH2:5][CH2:6][CH2:7][CH2:8][CH2:9][CH2:10][CH2:11][CH2:12][CH3:13], predict the reactants needed to synthesize it. The reactants are: O=O.[C:3](O)(=[O:14])[CH2:4][CH2:5][CH2:6][CH2:7][CH2:8][CH2:9][CH2:10][CH2:11][CH2:12][CH3:13].